This data is from Catalyst prediction with 721,799 reactions and 888 catalyst types from USPTO. The task is: Predict which catalyst facilitates the given reaction. (1) Reactant: Cl.[Br:2][C:3]1[CH:4]=[CH:5][C:6]([F:24])=[C:7]([C@:9]23[CH2:16][O:15][C@H:14]([C:17]([F:20])([F:19])[CH3:18])[C@H:13]2[CH2:12][O:11][N:10]3C(=O)C)[CH:8]=1.[OH-].[Na+].C(OCC)(=O)C. Product: [Br:2][C:3]1[CH:4]=[CH:5][C:6]([F:24])=[C:7]([C@:9]23[CH2:16][O:15][C@H:14]([C:17]([F:20])([F:19])[CH3:18])[C@H:13]2[CH2:12][O:11][NH:10]3)[CH:8]=1. The catalyst class is: 38. (2) Reactant: [CH3:1][O:2][C:3]1[CH:32]=[C:31]([O:33][CH3:34])[CH:30]=[CH:29][C:4]=1[CH2:5][N:6]1[C:9](=[O:10])[C@@H:8]([N:11]2C(=O)C3C(=CC=CC=3)C2=O)[C@H:7]1[C@@H:22]1[CH2:26][O:25][C:24]([CH3:28])([CH3:27])[O:23]1.O.NN. Product: [NH2:11][C@H:8]1[C@@H:7]([C@@H:22]2[CH2:26][O:25][C:24]([CH3:28])([CH3:27])[O:23]2)[N:6]([CH2:5][C:4]2[CH:29]=[CH:30][C:31]([O:33][CH3:34])=[CH:32][C:3]=2[O:2][CH3:1])[C:9]1=[O:10]. The catalyst class is: 14. (3) Reactant: C([O-])([O-])=O.[K+].[K+].[CH3:7][O:8][C:9]1[CH:42]=[CH:41][C:12]([CH2:13][N:14]([CH2:32][C:33]2[CH:38]=[CH:37][C:36]([O:39][CH3:40])=[CH:35][CH:34]=2)[C:15]2[N:20]=[N:19][C:18]([CH:21]([C:27]([O:29][CH2:30][CH3:31])=[O:28])[C:22]([O:24][CH2:25][CH3:26])=[O:23])=[CH:17][CH:16]=2)=[CH:11][CH:10]=1.[F:43][CH:44]([CH2:58]I)[CH2:45][N:46]1[CH:50]=[C:49]([C:51]([O:53][C:54]([CH3:57])([CH3:56])[CH3:55])=[O:52])[N:48]=[N:47]1. Product: [CH3:7][O:8][C:9]1[CH:10]=[CH:11][C:12]([CH2:13][N:14]([CH2:32][C:33]2[CH:38]=[CH:37][C:36]([O:39][CH3:40])=[CH:35][CH:34]=2)[C:15]2[N:20]=[N:19][C:18]([C:21]([CH2:58][CH:44]([F:43])[CH2:45][N:46]3[CH:50]=[C:49]([C:51]([O:53][C:54]([CH3:57])([CH3:56])[CH3:55])=[O:52])[N:48]=[N:47]3)([C:27]([O:29][CH2:30][CH3:31])=[O:28])[C:22]([O:24][CH2:25][CH3:26])=[O:23])=[CH:17][CH:16]=2)=[CH:41][CH:42]=1. The catalyst class is: 18. (4) Reactant: [NH2:1][CH2:2][CH2:3][CH2:4][N:5]1[CH2:10][CH2:9][N:8]([CH2:11][CH2:12][CH2:13][NH2:14])[CH2:7][CH2:6]1.[CH:15]1[C:24]2[C:19](=[CH:20][CH:21]=[CH:22][CH:23]=2)[CH:18]=[CH:17][C:16]=1[CH:25]=O.[BH4-].[Na+].O. Product: [CH:15]1[C:24]2[C:19](=[CH:20][CH:21]=[CH:22][CH:23]=2)[CH:18]=[CH:17][C:16]=1[CH2:25][NH:14][CH2:13][CH2:12][CH2:11][N:8]1[CH2:7][CH2:6][N:5]([CH2:4][CH2:3][CH2:2][NH:1][CH2:25][C:16]2[CH:17]=[CH:18][C:19]3[C:24](=[CH:23][CH:22]=[CH:21][CH:20]=3)[CH:15]=2)[CH2:10][CH2:9]1. The catalyst class is: 8. (5) Reactant: [CH2:1]([N:5]1[CH2:18][CH2:17][C:8]2[NH:9][C:10]3[CH:11]=[CH:12][C:13]([CH3:16])=[CH:14][C:15]=3[C:7]=2[CH2:6]1)[CH2:2][CH2:3][CH3:4].[CH3:19][C:20]1[CH:25]=[CH:24][C:23]([CH:26]=[CH2:27])=[CH:22][N:21]=1.[OH-].[K+]. Product: [CH2:1]([N:5]1[CH2:18][CH2:17][C:8]2[N:9]([CH2:27][CH2:26][C:23]3[CH:22]=[N:21][C:20]([CH3:19])=[CH:25][CH:24]=3)[C:10]3[CH:11]=[CH:12][C:13]([CH3:16])=[CH:14][C:15]=3[C:7]=2[CH2:6]1)[CH2:2][CH2:3][CH3:4]. The catalyst class is: 37. (6) Reactant: [Cl:1][C:2]1[CH:10]=[CH:9][CH:8]=[CH:7][C:3]=1[CH:4]=[N:5][OH:6].CC1C=CC(S(NCl)(=O)=O)=CC=1.[Br:23][C:24]#[C:25][C@@H:26]1[C@:31]([C:33]2[CH:38]=[CH:37][C:36]([F:39])=[C:35]([F:40])[CH:34]=2)([OH:32])[CH2:30][CH2:29][N:28]([C:41]([O:43][C:44]([CH3:47])([CH3:46])[CH3:45])=[O:42])[CH2:27]1. Product: [Br:23][C:24]1[C:4]([C:3]2[CH:7]=[CH:8][CH:9]=[CH:10][C:2]=2[Cl:1])=[N:5][O:6][C:25]=1[C@@H:26]1[C@:31]([C:33]2[CH:38]=[CH:37][C:36]([F:39])=[C:35]([F:40])[CH:34]=2)([OH:32])[CH2:30][CH2:29][N:28]([C:41]([O:43][C:44]([CH3:47])([CH3:46])[CH3:45])=[O:42])[CH2:27]1. The catalyst class is: 5. (7) Reactant: [Si:1]([O:8][C@@H:9]([C@H:17]1[CH2:21][O:20][C:19]([CH3:23])([CH3:22])[N:18]1[C:24]([O:26][C:27]([CH3:30])([CH3:29])[CH3:28])=[O:25])[C@H:10]([CH2:15]O)[C:11]([F:14])([F:13])[F:12])([C:4]([CH3:7])([CH3:6])[CH3:5])([CH3:3])[CH3:2].N(C(OC(C)C)=O)=NC(OC(C)C)=O.C1C=CC(P(C2C=CC=CC=2)C2C=CC=CC=2)=CC=1.C1C=CC(OP(OC2C=CC=CC=2)([N:73]=[N+:74]=[N-:75])=O)=CC=1. Product: [N:73]([CH2:15][C@H:10]([C:11]([F:12])([F:14])[F:13])[C@H:9]([C@H:17]1[CH2:21][O:20][C:19]([CH3:23])([CH3:22])[N:18]1[C:24]([O:26][C:27]([CH3:28])([CH3:30])[CH3:29])=[O:25])[O:8][Si:1]([C:4]([CH3:6])([CH3:5])[CH3:7])([CH3:2])[CH3:3])=[N+:74]=[N-:75]. The catalyst class is: 1.